Dataset: Reaction yield outcomes from USPTO patents with 853,638 reactions. Task: Predict the reaction yield, written as a fraction of the theoretical maximum amount of product (1.0 means a 100% yield; for example, 0.34 means a 34% yield). (1) The reactants are C[Si]([N:5]=[C:6]=[O:7])(C)C.[Cl:8][C:9]1[C:10]([CH2:38][N:39]2[CH2:44][CH2:43][NH:42][CH2:41][CH2:40]2)=[C:11]([C:34]([F:37])([F:36])[F:35])[CH:12]=[C:13]2[C:18]=1[NH:17][C:16](=[O:19])[N:15]([CH2:20][C:21]1[CH:26]=[C:25]([Cl:27])[CH:24]=[CH:23][C:22]=1[S:28]([CH2:31][CH3:32])(=[O:30])=[O:29])[C:14]2=[O:33]. The catalyst is C(#N)C.CN(C=O)C.CS(C)=O. The product is [Cl:8][C:9]1[C:10]([CH2:38][N:39]2[CH2:40][CH2:41][N:42]([C:6]([NH2:5])=[O:7])[CH2:43][CH2:44]2)=[C:11]([C:34]([F:37])([F:35])[F:36])[CH:12]=[C:13]2[C:18]=1[NH:17][C:16](=[O:19])[N:15]([CH2:20][C:21]1[CH:26]=[C:25]([Cl:27])[CH:24]=[CH:23][C:22]=1[S:28]([CH2:31][CH3:32])(=[O:30])=[O:29])[C:14]2=[O:33]. The yield is 0.390. (2) The reactants are [NH2:1][C:2]1[CH:11]=[C:10]2[C:5]([C:6](=[O:12])[NH:7][CH:8]=[N:9]2)=[CH:4][CH:3]=1.[Cl:13][C:14]1[CH:23]=[CH:22][C:17]([CH2:18][N:19]=[C:20]=[O:21])=[CH:16][CH:15]=1. The catalyst is O1CCOCC1. The product is [Cl:13][C:14]1[CH:15]=[CH:16][C:17]([CH2:18][NH:19][C:20]([NH:1][C:2]2[CH:11]=[C:10]3[C:5]([C:6](=[O:12])[NH:7][CH:8]=[N:9]3)=[CH:4][CH:3]=2)=[O:21])=[CH:22][CH:23]=1. The yield is 0.220. (3) The reactants are [Cl:1][C:2]1[CH:9]=[CH:8][C:5]([C:6]#[N:7])=[C:4]([O:10][C:11]2[CH:19]=[CH:18][CH:17]=[C:16]3[C:12]=2[CH2:13][CH2:14][C:15]3=O)[CH:3]=1.CN.[C:23]([BH3-])#[N:24].[Na+].[C:27]([OH:34])(=[O:33])/[CH:28]=[CH:29]/[C:30]([OH:32])=[O:31]. The catalyst is CO.C(O)(=O)C. The product is [C:27]([OH:34])(=[O:33])/[CH:28]=[CH:29]/[C:30]([OH:32])=[O:31].[Cl:1][C:2]1[CH:9]=[CH:8][C:5]([C:6]#[N:7])=[C:4]([O:10][C:11]2[CH:19]=[CH:18][CH:17]=[C:16]3[C:12]=2[CH2:13][CH2:14][CH:15]3[NH:24][CH3:23])[CH:3]=1. The yield is 0.630. (4) The reactants are C[O:2][C:3]1[CH:4]=[C:5]([NH:11][C:12](=[O:32])[C:13]2[CH:18]=[CH:17][CH:16]=[CH:15][C:14]=2[NH:19][C:20](=[O:31])[C:21]2[CH:26]=[CH:25][C:24]([C:27]([CH3:30])([CH3:29])[CH3:28])=[CH:23][CH:22]=2)[CH:6]=[C:7]([O:9][CH3:10])[CH:8]=1.B(Br)(Br)Br.C(=O)(O)[O-].[Na+]. The catalyst is ClCCl. The product is [OH:2][C:3]1[CH:4]=[C:5]([NH:11][C:12](=[O:32])[C:13]2[CH:18]=[CH:17][CH:16]=[CH:15][C:14]=2[NH:19][C:20](=[O:31])[C:21]2[CH:22]=[CH:23][C:24]([C:27]([CH3:28])([CH3:29])[CH3:30])=[CH:25][CH:26]=2)[CH:6]=[C:7]([O:9][CH3:10])[CH:8]=1. The yield is 0.100. (5) The reactants are C([O:8][C:9](=[O:33])[C@@H:10]1[CH2:14][CH2:13][CH2:12][N:11]1[C:15](=[O:32])[C@@H:16]([CH2:28][CH:29]([CH3:31])[CH3:30])[NH:17][S:18]([CH2:21][C:22]1[CH:27]=[CH:26][CH:25]=[CH:24][CH:23]=1)(=[O:20])=[O:19])C1C=CC=CC=1.[H][H]. The catalyst is CO.[C].[Pd]. The product is [CH2:21]([S:18]([NH:17][C@@H:16]([C:15]([N:11]1[CH2:12][CH2:13][CH2:14][C@H:10]1[C:9]([OH:33])=[O:8])=[O:32])[CH2:28][CH:29]([CH3:31])[CH3:30])(=[O:20])=[O:19])[C:22]1[CH:23]=[CH:24][CH:25]=[CH:26][CH:27]=1. The yield is 0.970. (6) The reactants are [NH2:1][C:2]1[N:3]=[CH:4][C:5]([C:20]2[CH:21]=[N:22][N:23]([CH:25]3[CH2:30][CH2:29][N:28](C(OC(C)(C)C)=O)[CH2:27][CH2:26]3)[CH:24]=2)=[C:6]2[CH:10]=[C:9]([C:11]3[C:19]4[S:18][CH:17]=[CH:16][C:15]=4[CH:14]=[CH:13][CH:12]=3)[O:8][C:7]=12.Cl. The catalyst is C(Cl)Cl. The product is [NH2:1][C:2]1[N:3]=[CH:4][C:5]([C:20]2[CH:21]=[N:22][N:23]([CH:25]3[CH2:30][CH2:29][NH:28][CH2:27][CH2:26]3)[CH:24]=2)=[C:6]2[CH:10]=[C:9]([C:11]3[C:19]4[S:18][CH:17]=[CH:16][C:15]=4[CH:14]=[CH:13][CH:12]=3)[O:8][C:7]=12. The yield is 0.710. (7) The yield is 0.160. The catalyst is O1CCOCC1.C1C=CC(/C=C/C(/C=C/C2C=CC=CC=2)=O)=CC=1.C1C=CC(/C=C/C(/C=C/C2C=CC=CC=2)=O)=CC=1.C1C=CC(/C=C/C(/C=C/C2C=CC=CC=2)=O)=CC=1.[Pd].[Pd]. The reactants are [NH2:1][C@H:2]1[C:11]2[C:6](=[CH:7][CH:8]=[C:9]([F:12])[CH:10]=2)[N:5]([C:13](=[O:15])[CH3:14])[C@@H:4]([CH3:16])[C@@H:3]1[CH3:17].CN(C1C(C2C(P(C3CCCCC3)C3CCCCC3)=CC=CC=2)=CC=CC=1)C.Br[C:47]1[CH:56]=[CH:55][C:50]([C:51]([NH:53][CH3:54])=[O:52])=[CH:49][CH:48]=1.CC(C)([O-])C.[Na+]. The product is [C:13]([N:5]1[C:6]2[C:11](=[CH:10][C:9]([F:12])=[CH:8][CH:7]=2)[C@H:2]([NH:1][C:47]2[CH:56]=[CH:55][C:50]([C:51]([NH:53][CH3:54])=[O:52])=[CH:49][CH:48]=2)[C@@H:3]([CH3:17])[C@@H:4]1[CH3:16])(=[O:15])[CH3:14]. (8) The reactants are [Br:1][C:2]1[CH:3]=[CH:4][C:5]([Cl:21])=[C:6]([C:8]([C:10]2[CH:15]=[CH:14][C:13]([CH:16]3[CH2:18][C:17]3([Br:20])[Br:19])=[CH:12][CH:11]=2)=O)[CH:7]=1.C([SiH](CC)CC)C.O. The catalyst is FC(F)(F)C(O)=O.FC(F)(F)S(O)(=O)=O. The product is [Br:1][C:2]1[CH:3]=[CH:4][C:5]([Cl:21])=[C:6]([CH2:8][C:10]2[CH:15]=[CH:14][C:13]([CH:16]3[CH2:18][C:17]3([Br:20])[Br:19])=[CH:12][CH:11]=2)[CH:7]=1. The yield is 0.850. (9) The reactants are [OH:1][C:2]1[CH:3]=[C:4]([C:12](OC)=[O:13])[CH:5]=[C:6]([CH:11]=1)[C:7](OC)=[O:8].[H-].[Al+3].[Li+].[H-].[H-].[H-].[Cl-].[NH4+]. The catalyst is O1CCCC1. The product is [OH:1][C:2]1[CH:3]=[C:4]([CH2:12][OH:13])[CH:5]=[C:6]([CH2:7][OH:8])[CH:11]=1. The yield is 0.820.